From a dataset of Merck oncology drug combination screen with 23,052 pairs across 39 cell lines. Regression. Given two drug SMILES strings and cell line genomic features, predict the synergy score measuring deviation from expected non-interaction effect. (1) Drug 1: O=c1[nH]cc(F)c(=O)[nH]1. Drug 2: Cn1c(=O)n(-c2ccc(C(C)(C)C#N)cc2)c2c3cc(-c4cnc5ccccc5c4)ccc3ncc21. Cell line: EFM192B. Synergy scores: synergy=9.66. (2) Drug 1: CC(=O)OC1C(=O)C2(C)C(O)CC3OCC3(OC(C)=O)C2C(OC(=O)c2ccccc2)C2(O)CC(OC(=O)C(O)C(NC(=O)c3ccccc3)c3ccccc3)C(C)=C1C2(C)C. Drug 2: Cn1cc(-c2cnn3c(N)c(Br)c(C4CCCNC4)nc23)cn1. Cell line: RKO. Synergy scores: synergy=14.6. (3) Drug 1: N.N.O=C(O)C1(C(=O)O)CCC1.[Pt]. Drug 2: C=CCn1c(=O)c2cnc(Nc3ccc(N4CCN(C)CC4)cc3)nc2n1-c1cccc(C(C)(C)O)n1. Cell line: VCAP. Synergy scores: synergy=-0.967.